This data is from Reaction yield outcomes from USPTO patents with 853,638 reactions. The task is: Predict the reaction yield, written as a fraction of the theoretical maximum amount of product (1.0 means a 100% yield; for example, 0.34 means a 34% yield). (1) The reactants are [CH3:1][N:2]([CH2:14][C:15]([O:17]CC)=[O:16])[NH:3][C:4](=[O:13])[NH:5][CH2:6][C:7]1[CH:12]=[CH:11][CH:10]=[CH:9][CH:8]=1.O.[OH-].[Li+]. The catalyst is O1CCCC1.CO.O.O. The product is [CH2:6]([NH:5][C:4]([NH:3][N:2]([CH2:14][C:15]([OH:17])=[O:16])[CH3:1])=[O:13])[C:7]1[CH:8]=[CH:9][CH:10]=[CH:11][CH:12]=1. The yield is 0.880. (2) The reactants are [C:1]1([CH2:7][CH2:8][CH2:9][CH2:10][CH2:11]Br)[CH:6]=[CH:5][CH:4]=[CH:3][CH:2]=1.[Mg].[Br-].C[O:16][C:17]([C@@H:19]1[CH2:24][CH2:23][CH2:22][CH2:21][N:20]1[S:25](=[O:40])(=[O:39])[NH:26][C:27]1[CH:32]=[C:31]([O:33][CH3:34])[C:30]([O:35][CH3:36])=[C:29]([O:37][CH3:38])[CH:28]=1)=O.[Cl-].[NH4+]. The catalyst is CCOCC.C1COCC1. The product is [CH3:38][O:37][C:29]1[CH:28]=[C:27]([NH:26][S:25]([N:20]2[CH2:21][CH2:22][CH2:23][CH2:24][C@H:19]2[C:17](=[O:16])[CH2:11][CH2:10][CH2:9][CH2:8][CH2:7][C:1]2[CH:6]=[CH:5][CH:4]=[CH:3][CH:2]=2)(=[O:40])=[O:39])[CH:32]=[C:31]([O:33][CH3:34])[C:30]=1[O:35][CH3:36]. The yield is 0.0100.